This data is from Full USPTO retrosynthesis dataset with 1.9M reactions from patents (1976-2016). The task is: Predict the reactants needed to synthesize the given product. (1) Given the product [Br:1][C:2]1[CH:3]=[C:4]([NH:8][CH:9]([C:12]2[CH:17]=[CH:16][C:15]([Cl:18])=[CH:14][CH:13]=2)[C:10]([NH2:11])=[O:20])[CH:5]=[N:6][CH:7]=1, predict the reactants needed to synthesize it. The reactants are: [Br:1][C:2]1[CH:3]=[C:4]([NH:8][CH:9]([C:12]2[CH:17]=[CH:16][C:15]([Cl:18])=[CH:14][CH:13]=2)[C:10]#[N:11])[CH:5]=[N:6][CH:7]=1.Cl.[OH2:20]. (2) Given the product [CH2:50]1[C:40]2[C:39](=[CH:45][CH:44]=[C:42]([NH:43][C:2]3[N:7]=[C:6]([C:8]4[C:9]([C:17]5[CH:18]=[C:19]([NH:23][C:24](=[O:33])[C:25]6[CH:30]=[CH:29][CH:28]=[CH:27][CH:26]=6)[CH:20]=[CH:21][CH:22]=5)=[N:10][N:11]5[CH:16]=[CH:15][CH:14]=[CH:13][C:12]=45)[CH:5]=[CH:4][N:3]=3)[CH:41]=2)[CH2:36][CH2:37][NH:46]1, predict the reactants needed to synthesize it. The reactants are: Cl[C:2]1[N:7]=[C:6]([C:8]2[C:9]([C:17]3[CH:18]=[C:19]([NH:23][C:24](=[O:33])[C:25]4[C:30](F)=[CH:29][CH:28]=[CH:27][C:26]=4F)[CH:20]=[CH:21][CH:22]=3)=[N:10][N:11]3[CH:16]=[CH:15][CH:14]=[CH:13][C:12]=23)[CH:5]=[CH:4][N:3]=1.[NH:46]1[CH:50]=[CH:37][C:36]([C:39]2[CH:45]=[CH:44][C:42]([NH2:43])=[CH:41][CH:40]=2)=N1.[NH:46]1[CH:50]=[CH:37][C:36]([C:39]2[CH:45]=[CH:44][C:42]([NH2:43])=[CH:41][CH:40]=2)=N1. (3) Given the product [N:16]1[CH:21]=[CH:20][CH:19]=[CH:18][C:17]=1[S:22]([NH:1][C:2]1[CH:11]=[CH:10][C:9]2[C:4](=[CH:5][CH:6]=[CH:7][CH:8]=2)[C:3]=1[C:12]([O:14][CH3:15])=[O:13])(=[O:24])=[O:23], predict the reactants needed to synthesize it. The reactants are: [NH2:1][C:2]1[CH:11]=[CH:10][C:9]2[C:4](=[CH:5][CH:6]=[CH:7][CH:8]=2)[C:3]=1[C:12]([O:14][CH3:15])=[O:13].[N:16]1[CH:21]=[CH:20][CH:19]=[CH:18][C:17]=1[S:22](Cl)(=[O:24])=[O:23].N1C=CC=CC=1.